Predict which catalyst facilitates the given reaction. From a dataset of Catalyst prediction with 721,799 reactions and 888 catalyst types from USPTO. (1) Reactant: [CH3:1][O:2][C:3]1[CH:12]=[C:11]([O:13][CH3:14])[CH:10]=[C:9]2[C:4]=1[C:5](=[O:37])[NH:6][C:7]([C:15]1[N:20]=[C:19]([C:21]3[CH:31]=[CH:30][C:24]([C:25]([N:27]([CH3:29])[CH3:28])=[O:26])=[CH:23][C:22]=3[CH3:32])[C:18]([O:33][CH2:34][CH2:35]O)=[CH:17][CH:16]=1)=[N:8]2.P(Br)(Br)[Br:39].O. Product: [Br:39][CH2:35][CH2:34][O:33][C:18]1[C:19]([C:21]2[CH:31]=[CH:30][C:24]([C:25]([N:27]([CH3:29])[CH3:28])=[O:26])=[CH:23][C:22]=2[CH3:32])=[N:20][C:15]([C:7]2[NH:6][C:5](=[O:37])[C:4]3[C:9](=[CH:10][C:11]([O:13][CH3:14])=[CH:12][C:3]=3[O:2][CH3:1])[N:8]=2)=[CH:16][CH:17]=1. The catalyst class is: 3. (2) Reactant: [NH2:1][C@H:2]([CH2:6][C:7]1[CH:12]=[C:11]([C:13]([F:16])([F:15])[F:14])[C:10]([NH2:17])=[C:9]([Cl:18])[CH:8]=1)[C:3]([OH:5])=[O:4].[CH3:19][CH2:20]O. Product: [NH2:1][C@H:2]([CH2:6][C:7]1[CH:12]=[C:11]([C:13]([F:15])([F:16])[F:14])[C:10]([NH2:17])=[C:9]([Cl:18])[CH:8]=1)[C:3]([O:5][CH2:19][CH3:20])=[O:4]. The catalyst class is: 33. (3) Reactant: [CH2:1]([O:3][C:4](=[O:22])[C:5]([CH3:21])=[CH:6][C@@H:7]([N:12](C(OC(C)(C)C)=O)[CH3:13])[CH2:8][CH:9]([CH3:11])[CH3:10])[CH3:2]. Product: [CH2:1]([O:3][C:4](=[O:22])/[C:5](/[CH3:21])=[CH:6]/[C@@H:7]([NH:12][CH3:13])[CH2:8][CH:9]([CH3:11])[CH3:10])[CH3:2]. The catalyst class is: 89. (4) Reactant: [CH3:1][C:2]1[C:6]([CH3:7])=[C:5]([NH:8][C:9](=[O:16])OCC(Cl)(Cl)Cl)[O:4][N:3]=1.Cl.Cl.[F:19][C:20]1[CH:25]=[CH:24][CH:23]=[C:22]([F:26])[C:21]=1[C:27]1[CH:32]=[CH:31][N:30]=[C:29]([N:33]2[CH2:38][CH2:37][NH:36][CH2:35][CH2:34]2)[N:28]=1. The catalyst class is: 188. Product: [CH3:1][C:2]1[C:6]([CH3:7])=[C:5]([NH:8][C:9]([N:36]2[CH2:37][CH2:38][N:33]([C:29]3[N:28]=[C:27]([C:21]4[C:20]([F:19])=[CH:25][CH:24]=[CH:23][C:22]=4[F:26])[CH:32]=[CH:31][N:30]=3)[CH2:34][CH2:35]2)=[O:16])[O:4][N:3]=1. (5) Reactant: [CH3:1][CH:2]([C:4]1[N:8]=[C:7]([N:9]2[CH2:14][CH2:13][CH:12]([CH:15]([O:17][C:18]3[CH:19]=[CH:20][C:21]([C:24]4[CH:29]=[CH:28][C:27]([S:30]([CH3:33])(=[O:32])=[O:31])=[CH:26][CH:25]=4)=[N:22][CH:23]=3)[CH3:16])[CH2:11][CH2:10]2)[O:6][N:5]=1)[CH3:3].C(=O)=O. Product: [CH3:3][CH:2]([C:4]1[N:8]=[C:7]([N:9]2[CH2:14][CH2:13][CH:12]([C@@H:15]([O:17][C:18]3[CH:19]=[CH:20][C:21]([C:24]4[CH:25]=[CH:26][C:27]([S:30]([CH3:33])(=[O:32])=[O:31])=[CH:28][CH:29]=4)=[N:22][CH:23]=3)[CH3:16])[CH2:11][CH2:10]2)[O:6][N:5]=1)[CH3:1]. The catalyst class is: 5. (6) Reactant: [F:1][C:2]1[CH:7]=[C:6]([F:8])[CH:5]=[CH:4][C:3]=1[NH2:9].N1C=CC=CC=1.Cl[C:17]([O:19][CH3:20])=[O:18]. Product: [CH3:20][O:19][C:17](=[O:18])[NH:9][C:3]1[CH:4]=[CH:5][C:6]([F:8])=[CH:7][C:2]=1[F:1]. The catalyst class is: 4. (7) Reactant: [CH2:1]([O:8][C:9]1[CH:14]=[C:13]([C:15]2[CH:20]=[CH:19][CH:18]=[C:17]([C:21]([F:24])([F:23])[F:22])[CH:16]=2)[N:12]=[C:11](S(C)(=O)=O)[N:10]=1)[C:2]1[CH:7]=[CH:6][CH:5]=[CH:4][CH:3]=1.[C-:29]#[N:30].[Na+]. Product: [CH2:1]([O:8][C:9]1[CH:14]=[C:13]([C:15]2[CH:20]=[CH:19][CH:18]=[C:17]([C:21]([F:24])([F:23])[F:22])[CH:16]=2)[N:12]=[C:11]([C:29]#[N:30])[N:10]=1)[C:2]1[CH:7]=[CH:6][CH:5]=[CH:4][CH:3]=1. The catalyst class is: 633.